Dataset: Retrosynthesis with 50K atom-mapped reactions and 10 reaction types from USPTO. Task: Predict the reactants needed to synthesize the given product. (1) Given the product Cc1nc(NCc2ccccc2)sc1C(=O)NCc1ccccc1, predict the reactants needed to synthesize it. The reactants are: Cc1nc(N)sc1C(=O)NCc1ccccc1.O=Cc1ccccc1. (2) Given the product BrCCCCCCCCn1c(-c2ccccc2)nc(-c2ccccc2)c1-c1ccccc1, predict the reactants needed to synthesize it. The reactants are: BrCCCCCCCCBr.c1ccc(-c2nc(-c3ccccc3)c(-c3ccccc3)[nH]2)cc1. (3) The reactants are: CON(C)C(=O)c1ccc2oc(CCN3CCC[C@H]3C)cc2c1.Fc1cc(F)cc([Mg+])c1. Given the product C[C@@H]1CCCN1CCc1cc2cc(C(=O)c3cc(F)cc(F)c3)ccc2o1, predict the reactants needed to synthesize it. (4) The reactants are: O=Cc1cc(Br)cs1.OB(O)c1ccc(OC(F)(F)F)cc1. Given the product O=Cc1cc(-c2ccc(OC(F)(F)F)cc2)cs1, predict the reactants needed to synthesize it.